Binary Classification. Given a T-cell receptor sequence (or CDR3 region) and an epitope sequence, predict whether binding occurs between them. From a dataset of TCR-epitope binding with 47,182 pairs between 192 epitopes and 23,139 TCRs. The TCR CDR3 sequence is CASSLWQGTEAFF. The epitope is LVLSVNPYV. Result: 1 (the TCR binds to the epitope).